Dataset: Full USPTO retrosynthesis dataset with 1.9M reactions from patents (1976-2016). Task: Predict the reactants needed to synthesize the given product. (1) The reactants are: [CH3:1][O:2][C:3]([C:5]1[C:6](=[O:17])[S:7][C:8]2[C:13]([C:14]=1[OH:15])=[CH:12][CH:11]=[C:10](Br)[CH:9]=2)=[O:4].[CH3:18][O:19][C:20]1[CH:25]=[CH:24][C:23](B(O)O)=[CH:22][CH:21]=1.C([O-])([O-])=O.[Na+].[Na+]. Given the product [CH3:1][O:2][C:3]([C:5]1[C:6](=[O:17])[S:7][C:8]2[C:13]([C:14]=1[OH:15])=[CH:12][CH:11]=[C:10]([C:23]1[CH:24]=[CH:25][C:20]([O:19][CH3:18])=[CH:21][CH:22]=1)[CH:9]=2)=[O:4], predict the reactants needed to synthesize it. (2) The reactants are: [F:1][C:2]1[CH:15]=[CH:14][CH:13]=[C:12]([F:16])[C:3]=1[C:4]([NH:6][C:7]1[CH:11]=[CH:10][NH:9][N:8]=1)=[O:5].C[Si]([N-][Si](C)(C)C)(C)C.[Li+].[C:27]1([O:33][C:34]2[CH:39]=[CH:38][C:37]([CH2:40]Br)=[C:36]([C:42]([F:45])([F:44])[F:43])[CH:35]=2)[CH:32]=[CH:31][CH:30]=[CH:29][CH:28]=1. Given the product [F:1][C:2]1[CH:15]=[CH:14][CH:13]=[C:12]([F:16])[C:3]=1[C:4]([NH:6][C:7]1[CH:11]=[CH:10][N:9]([CH2:40][C:37]2[CH:38]=[CH:39][C:34]([O:33][C:27]3[CH:32]=[CH:31][CH:30]=[CH:29][CH:28]=3)=[CH:35][C:36]=2[C:42]([F:43])([F:44])[F:45])[N:8]=1)=[O:5], predict the reactants needed to synthesize it.